This data is from Aqueous solubility values for 9,982 compounds from the AqSolDB database. The task is: Regression/Classification. Given a drug SMILES string, predict its absorption, distribution, metabolism, or excretion properties. Task type varies by dataset: regression for continuous measurements (e.g., permeability, clearance, half-life) or binary classification for categorical outcomes (e.g., BBB penetration, CYP inhibition). For this dataset (solubility_aqsoldb), we predict Y. (1) The drug is N#CCCNCC(=O)O. The Y is 0.324 log mol/L. (2) The drug is C1CNCCN1. The Y is 1.06 log mol/L. (3) The compound is CC1=CC2OC3CC(O)C(C)(C2(CO)CC1)C31CO1. The Y is -2.61 log mol/L. (4) The compound is Oc1cccnc1. The Y is -0.456 log mol/L. (5) The molecule is S.[Mn]. The Y is -4.16 log mol/L. (6) The molecule is Nc1ccc(/N=N/c2ccccc2)c(N)n1. The Y is -4.19 log mol/L. (7) The molecule is Nc1ccc(S(=O)(=O)Nc2ccccc2[N+](=O)[O-])cc1. The Y is -4.49 log mol/L.